From a dataset of Catalyst prediction with 721,799 reactions and 888 catalyst types from USPTO. Predict which catalyst facilitates the given reaction. Reactant: [OH-].[Li+].[Cl:3][C:4]1[CH:9]=[CH:8][C:7]([C:10]2[CH:15]=[CH:14][CH:13]=[CH:12][C:11]=2[C@H:16]([O:34][P:35]([O:39][CH3:40])([O:37][CH3:38])=[O:36])[CH:17]2[CH2:22][CH2:21][N:20]([C:23]3[CH:33]=[CH:32][C:26]([C:27]([O:29]CC)=[O:28])=[CH:25][CH:24]=3)[CH2:19][CH2:18]2)=[CH:6][CH:5]=1.C1COCC1.O. Product: [Cl:3][C:4]1[CH:9]=[CH:8][C:7]([C:10]2[CH:15]=[CH:14][CH:13]=[CH:12][C:11]=2[C@H:16]([O:34][P:35]([O:37][CH3:38])([O:39][CH3:40])=[O:36])[CH:17]2[CH2:22][CH2:21][N:20]([C:23]3[CH:33]=[CH:32][C:26]([C:27]([OH:29])=[O:28])=[CH:25][CH:24]=3)[CH2:19][CH2:18]2)=[CH:6][CH:5]=1. The catalyst class is: 5.